Dataset: Catalyst prediction with 721,799 reactions and 888 catalyst types from USPTO. Task: Predict which catalyst facilitates the given reaction. Reactant: Br[C:2]1[C:10]2[C:9]([O:11][C@@H:12]([CH2:18][C:19]3[CH:24]=[CH:23][CH:22]=[CH:21][C:20]=3[O:25][CH:26]3[CH2:31][CH2:30][CH2:29][CH2:28][O:27]3)[C:13]([O:15][CH2:16][CH3:17])=[O:14])=[N:8][CH:7]=[N:6][C:5]=2[S:4][C:3]=1[C:32]1[CH:37]=[CH:36][C:35]([F:38])=[CH:34][CH:33]=1.[Cl:39][C:40]1[C:45]([CH3:46])=[C:44](B2OC(C)(C)C(C)(C)O2)[CH:43]=[CH:42][C:41]=1[OH:56].C([O-])([O-])=O.[Cs+].[Cs+]. Product: [Cl:39][C:40]1[C:45]([CH3:46])=[C:44]([C:2]2[C:10]3[C:9]([O:11][C@@H:12]([CH2:18][C:19]4[CH:24]=[CH:23][CH:22]=[CH:21][C:20]=4[O:25][CH:26]4[CH2:31][CH2:30][CH2:29][CH2:28][O:27]4)[C:13]([O:15][CH2:16][CH3:17])=[O:14])=[N:8][CH:7]=[N:6][C:5]=3[S:4][C:3]=2[C:32]2[CH:37]=[CH:36][C:35]([F:38])=[CH:34][CH:33]=2)[CH:43]=[CH:42][C:41]=1[OH:56]. The catalyst class is: 20.